This data is from NCI-60 drug combinations with 297,098 pairs across 59 cell lines. The task is: Regression. Given two drug SMILES strings and cell line genomic features, predict the synergy score measuring deviation from expected non-interaction effect. (1) Drug 1: COC1=NC(=NC2=C1N=CN2C3C(C(C(O3)CO)O)O)N. Drug 2: C1CC(=O)NC(=O)C1N2C(=O)C3=CC=CC=C3C2=O. Cell line: HT29. Synergy scores: CSS=3.24, Synergy_ZIP=0.876, Synergy_Bliss=3.41, Synergy_Loewe=-0.710, Synergy_HSA=0.268. (2) Drug 1: C1=CC(=CC=C1CCC2=CNC3=C2C(=O)NC(=N3)N)C(=O)NC(CCC(=O)O)C(=O)O. Drug 2: CCC1(CC2CC(C3=C(CCN(C2)C1)C4=CC=CC=C4N3)(C5=C(C=C6C(=C5)C78CCN9C7C(C=CC9)(C(C(C8N6C=O)(C(=O)OC)O)OC(=O)C)CC)OC)C(=O)OC)O.OS(=O)(=O)O. Cell line: SW-620. Synergy scores: CSS=33.2, Synergy_ZIP=-5.25, Synergy_Bliss=-2.57, Synergy_Loewe=1.02, Synergy_HSA=2.72. (3) Drug 1: CCCCC(=O)OCC(=O)C1(CC(C2=C(C1)C(=C3C(=C2O)C(=O)C4=C(C3=O)C=CC=C4OC)O)OC5CC(C(C(O5)C)O)NC(=O)C(F)(F)F)O. Drug 2: C1CN(CCN1C(=O)CCBr)C(=O)CCBr. Cell line: 786-0. Synergy scores: CSS=56.6, Synergy_ZIP=-5.50, Synergy_Bliss=-4.24, Synergy_Loewe=-21.5, Synergy_HSA=-1.30. (4) Drug 1: C1=CC(=CC=C1CCCC(=O)O)N(CCCl)CCCl. Drug 2: C1=NC2=C(N1)C(=S)N=C(N2)N. Cell line: CCRF-CEM. Synergy scores: CSS=62.5, Synergy_ZIP=-1.25, Synergy_Bliss=-2.73, Synergy_Loewe=-5.59, Synergy_HSA=-0.988. (5) Drug 1: CC1=C(C=C(C=C1)NC(=O)C2=CC=C(C=C2)CN3CCN(CC3)C)NC4=NC=CC(=N4)C5=CN=CC=C5. Drug 2: CC1CCC2CC(C(=CC=CC=CC(CC(C(=O)C(C(C(=CC(C(=O)CC(OC(=O)C3CCCCN3C(=O)C(=O)C1(O2)O)C(C)CC4CCC(C(C4)OC)O)C)C)O)OC)C)C)C)OC. Cell line: HCT-15. Synergy scores: CSS=4.37, Synergy_ZIP=-4.09, Synergy_Bliss=-0.719, Synergy_Loewe=-17.4, Synergy_HSA=-2.96. (6) Drug 1: CN1CCC(CC1)COC2=C(C=C3C(=C2)N=CN=C3NC4=C(C=C(C=C4)Br)F)OC. Drug 2: C(=O)(N)NO. Cell line: PC-3. Synergy scores: CSS=12.2, Synergy_ZIP=-4.60, Synergy_Bliss=0.150, Synergy_Loewe=-1.19, Synergy_HSA=1.61. (7) Drug 1: C1CCC(C1)C(CC#N)N2C=C(C=N2)C3=C4C=CNC4=NC=N3. Drug 2: C1CNP(=O)(OC1)N(CCCl)CCCl. Cell line: MDA-MB-435. Synergy scores: CSS=-14.5, Synergy_ZIP=10.3, Synergy_Bliss=-9.51, Synergy_Loewe=-15.0, Synergy_HSA=-15.5.